Dataset: Experimentally validated miRNA-target interactions with 360,000+ pairs, plus equal number of negative samples. Task: Binary Classification. Given a miRNA mature sequence and a target amino acid sequence, predict their likelihood of interaction. (1) The miRNA is hsa-miR-6783-5p with sequence UAGGGGAAAAGUCCUGAUCCGG. The protein sequence of the target gene is MDDREDLVYQAKLAEQAERYDEMVESMKKVAGMDVELTVEERNLLSVAYKNVIGARRASWRIISSIEQKEENKGGEDKLKMIREYRQMVETELKLICCDILDVLDKHLIPAANTGESKVFYYKMKGDYHRYLAEFATGNDRKEAAENSLVAYKAASDIAMTELPPTHPIRLGLALNFSVFYYEILNSPDRACRLAKAAFDDAIAELDTLSEESYKDSTLIMQLLRDNLTLWTSDMQGDGEEQNKEALQDVEDENQ. Result: 1 (interaction). (2) The miRNA is hsa-miR-1249-5p with sequence AGGAGGGAGGAGAUGGGCCAAGUU. The protein sequence of the target gene is MDCQENEYWDQWGRCVTCQRCGPGQELSKDCGYGEGGDAYCTACPPRRYKSSWGHHRCQSCITCAVINRVQKVNCTATSNAVCGDCLPRFYRKTRIGGLQDQECIPCTKQTPTSEVQCAFQLSLVEADTPTVPPQEATLVALVSSLLVVFTLAFLGLFFLYCKQFFNRHCQRGGLLQFEADKTAKEESLFPVPPSKETSAESQVSENIFQTQPLNPILEDDCSSTSGFPTQESFTMASCTSESHSHWVHSPIECTELDLQKFSSSASYTGAETLGGNTVESTGDRLELNVPFEVPSP. Result: 1 (interaction). (3) The miRNA is hsa-miR-4690-3p with sequence GCAGCCCAGCUGAGGCCUCUG. The protein sequence of the target gene is MGKRLDLSTLTDEEAEHVWAVVQRDFDLRRREEERLQGLKGKIQKESSKRELLSDTAHLNETHCARCLQPYRLLLNSRRQCLECSLFVCKSCSHAHPEEQGWLCDPCHLARVVKIGSLEWYYQHVRARFKRFGSAKVIRSLCGRLQGGGGSEPSLEEGNGDSEQTDEDGDLDTEARDQPLNSKKKKRLLSFRDVDFEEDSDHLVQPCSQTLGLSSVPESAHSLQSLSGEPYSEDTTSLEPEGLEETGARALGCRPSPEVQPCSPLPSGEDAHAELDSPAASCKSAFGTTAMPGTDDVRGK.... Result: 0 (no interaction).